The task is: Predict the reaction yield, written as a fraction of the theoretical maximum amount of product (1.0 means a 100% yield; for example, 0.34 means a 34% yield).. This data is from Reaction yield outcomes from USPTO patents with 853,638 reactions. The reactants are [C:1]([O:5][C:6]([N:8]1[CH2:13][CH:12]=[C:11]([C:14]2[N:19]=[CH:18][C:17]([C:20]([O:22][CH3:23])=[O:21])=[CH:16][N:15]=2)[CH2:10][CH2:9]1)=[O:7])([CH3:4])([CH3:3])[CH3:2]. The catalyst is C(O)C.C(OCC)(=O)C.[Pd]. The product is [C:1]([O:5][C:6]([N:8]1[CH2:13][CH2:12][CH:11]([C:14]2[N:19]=[CH:18][C:17]([C:20]([O:22][CH3:23])=[O:21])=[CH:16][N:15]=2)[CH2:10][CH2:9]1)=[O:7])([CH3:4])([CH3:3])[CH3:2]. The yield is 1.00.